From a dataset of NCI-60 drug combinations with 297,098 pairs across 59 cell lines. Regression. Given two drug SMILES strings and cell line genomic features, predict the synergy score measuring deviation from expected non-interaction effect. (1) Drug 1: CC1=CC2C(CCC3(C2CCC3(C(=O)C)OC(=O)C)C)C4(C1=CC(=O)CC4)C. Synergy scores: CSS=-1.96, Synergy_ZIP=1.41, Synergy_Bliss=3.43, Synergy_Loewe=-6.89, Synergy_HSA=-4.26. Drug 2: CS(=O)(=O)OCCCCOS(=O)(=O)C. Cell line: NCI-H226. (2) Drug 1: C(=O)(N)NO. Drug 2: C1CN(P(=O)(OC1)NCCCl)CCCl. Cell line: SK-MEL-5. Synergy scores: CSS=-0.285, Synergy_ZIP=1.54, Synergy_Bliss=2.51, Synergy_Loewe=-0.479, Synergy_HSA=-0.181.